From a dataset of Reaction yield outcomes from USPTO patents with 853,638 reactions. Predict the reaction yield, written as a fraction of the theoretical maximum amount of product (1.0 means a 100% yield; for example, 0.34 means a 34% yield). (1) The reactants are [CH3:1][O:2][C:3](=[O:18])/[CH:4]=[CH:5]\[C:6]([C:9]1[CH:14]=[CH:13][CH:12]=[C:11]([O:15][CH3:16])[C:10]=1[F:17])([CH3:8])[CH3:7]. The catalyst is C(O)C.[Pd]. The product is [CH3:1][O:2][C:3](=[O:18])[CH2:4][CH2:5][C:6]([C:9]1[CH:14]=[CH:13][CH:12]=[C:11]([O:15][CH3:16])[C:10]=1[F:17])([CH3:8])[CH3:7]. The yield is 0.834. (2) The reactants are [C:1]1([C:7]2[CH:8]=[C:9]([C:31]3[CH:36]=[CH:35][CH:34]=[CH:33][CH:32]=3)[CH:10]=[CH:11][C:12]=2[NH:13][C:14]([C:16]2[N:17](COCC[Si](C)(C)C)[CH:18]=[C:19]([C:21]#[N:22])[N:20]=2)=[O:15])[CH2:6][CH2:5][CH2:4][CH2:3][CH:2]=1. The catalyst is CCOC(C)=O.C(Cl)Cl. The product is [C:1]1([C:7]2[CH:8]=[C:9]([C:31]3[CH:36]=[CH:35][CH:34]=[CH:33][CH:32]=3)[CH:10]=[CH:11][C:12]=2[NH:13][C:14]([C:16]2[NH:17][CH:18]=[C:19]([C:21]#[N:22])[N:20]=2)=[O:15])[CH2:6][CH2:5][CH2:4][CH2:3][CH:2]=1. The yield is 0.600. (3) The reactants are [NH2:1][S:2]([NH:5][C:6]([C:8]1[CH:9]=[CH:10][C:11]2[C:12]([CH:32]3[CH2:37][CH2:36][CH2:35][CH2:34][CH2:33]3)=[C:13]3[C:19]4[CH:20]=[CH:21][C:22]([O:24][CH3:25])=[CH:23][C:18]=4[CH:17]=[C:16]([C:26]([O:28]C)=[O:27])[CH2:15][N:14]3[C:30]=2[CH:31]=1)=[O:7])(=[O:4])=[O:3].CO.[OH-].[Na+].Cl. The catalyst is CO.O. The product is [NH2:1][S:2]([NH:5][C:6]([C:8]1[CH:9]=[CH:10][C:11]2[C:12]([CH:32]3[CH2:37][CH2:36][CH2:35][CH2:34][CH2:33]3)=[C:13]3[C:19]4[CH:20]=[CH:21][C:22]([O:24][CH3:25])=[CH:23][C:18]=4[CH:17]=[C:16]([C:26]([OH:28])=[O:27])[CH2:15][N:14]3[C:30]=2[CH:31]=1)=[O:7])(=[O:3])=[O:4]. The yield is 0.920. (4) The reactants are [NH2:1][CH2:2][CH:3]1[CH2:8][CH2:7][CH2:6][N:5]([C:9]2[CH:14]=[CH:13][CH:12]=[CH:11][C:10]=2[CH2:15][C:16]([O:18][CH3:19])=[O:17])[CH2:4]1.[Cl:20][C:21]1[CH:26]=[CH:25][C:24]([C:27]2[S:31][C:30]([C:32](O)=[O:33])=[C:29]([CH3:35])[CH:28]=2)=[CH:23][CH:22]=1. No catalyst specified. The product is [Cl:20][C:21]1[CH:26]=[CH:25][C:24]([C:27]2[S:31][C:30]([C:32]([NH:1][CH2:2][CH:3]3[CH2:8][CH2:7][CH2:6][N:5]([C:9]4[CH:14]=[CH:13][CH:12]=[CH:11][C:10]=4[CH2:15][C:16]([O:18][CH3:19])=[O:17])[CH2:4]3)=[O:33])=[C:29]([CH3:35])[CH:28]=2)=[CH:23][CH:22]=1. The yield is 0.380. (5) The reactants are [C:1]([O:5][C:6](=[O:24])[CH2:7][N:8]([C:16]1[CH:21]=[CH:20][CH:19]=[C:18]([CH2:22][NH2:23])[N:17]=1)[C:9]([O:11][C:12]([CH3:15])([CH3:14])[CH3:13])=[O:10])([CH3:4])([CH3:3])[CH3:2].[F:25][C:26]1[CH:31]=[CH:30][C:29]([S:32](Cl)(=[O:34])=[O:33])=[CH:28][CH:27]=1. No catalyst specified. The product is [C:1]([O:5][C:6](=[O:24])[CH2:7][N:8]([C:9]([O:11][C:12]([CH3:15])([CH3:14])[CH3:13])=[O:10])[C:16]1[CH:21]=[CH:20][CH:19]=[C:18]([CH2:22][NH:23][S:32]([C:29]2[CH:30]=[CH:31][C:26]([F:25])=[CH:27][CH:28]=2)(=[O:34])=[O:33])[N:17]=1)([CH3:2])([CH3:3])[CH3:4]. The yield is 0.480.